Dataset: Full USPTO retrosynthesis dataset with 1.9M reactions from patents (1976-2016). Task: Predict the reactants needed to synthesize the given product. The reactants are: [Cl:1][C:2]1[CH:7]=[C:6]([N+:8]([O-:10])=[O:9])[CH:5]=[CH:4][C:3]=1F.[CH3:12][C:13]1([CH3:23])[C:21]2[C:16](=[CH:17][CH:18]=[C:19]([OH:22])[CH:20]=2)[CH:15]=[N:14]1.C(=O)([O-])[O-].[K+].[K+]. Given the product [Cl:1][C:2]1[CH:7]=[C:6]([N+:8]([O-:10])=[O:9])[CH:5]=[CH:4][C:3]=1[O:22][C:19]1[CH:20]=[C:21]2[C:16]([CH:15]=[N:14][C:13]2([CH3:23])[CH3:12])=[CH:17][CH:18]=1, predict the reactants needed to synthesize it.